From a dataset of Full USPTO retrosynthesis dataset with 1.9M reactions from patents (1976-2016). Predict the reactants needed to synthesize the given product. (1) Given the product [O:16]([C:13]1[CH:12]=[CH:11][C:10]([C:9]2[N:8]=[C:7]([CH:23]3[CH2:28][CH2:27][CH2:26][NH:25][CH2:24]3)[CH:6]=[CH:5][C:4]=2[C:1]([NH2:2])=[O:3])=[CH:15][CH:14]=1)[C:17]1[CH:22]=[CH:21][CH:20]=[CH:19][CH:18]=1, predict the reactants needed to synthesize it. The reactants are: [C:1]([C:4]1[CH:5]=[CH:6][C:7]([CH:23]2[CH2:28][CH2:27][CH2:26][N:25](C(OC(C)(C)C)=O)[CH2:24]2)=[N:8][C:9]=1[C:10]1[CH:15]=[CH:14][C:13]([O:16][C:17]2[CH:22]=[CH:21][CH:20]=[CH:19][CH:18]=2)=[CH:12][CH:11]=1)(=[O:3])[NH2:2].C(O)(C(F)(F)F)=O. (2) Given the product [CH3:1][C@H:2]1[CH2:7][CH2:8][N:12]([C@H:13]([CH3:16])[CH2:14][OH:15])[CH2:3]1, predict the reactants needed to synthesize it. The reactants are: [CH3:1][C@@H:2]([CH2:7][C:8](OC)=O)[C:3](OC)=O.[NH2:12][C@H:13]([CH3:16])[CH2:14][OH:15]. (3) Given the product [Br:20][CH2:18][C:17]([C:11]1[CH:12]=[CH:13][C:14]([O:15][CH3:16])=[C:9]([O:8][CH:3]2[CH2:4][CH2:5][CH2:6][CH2:7]2)[CH:10]=1)=[O:19], predict the reactants needed to synthesize it. The reactants are: CO.[CH:3]1([O:8][C:9]2[CH:10]=[C:11]([C:17](=[O:19])[CH3:18])[CH:12]=[CH:13][C:14]=2[O:15][CH3:16])[CH2:7][CH2:6][CH2:5][CH2:4]1.[Br-:20].[Br-].[Br-].C[N+](C)(C)C1C=CC=CC=1.C[N+](C1C=CC=CC=1)(C)C.C[N+](C1C=CC=CC=1)(C)C.C(=O)([O-])O.[Na+]. (4) Given the product [Cl:22][C:17]1[CH:18]=[CH:19][CH:20]=[CH:21][C:16]=1[CH:12]([N:7]1[CH2:8][CH2:9][C:10]2[S:2][CH:3]=[CH:4][C:5]=2[CH2:6]1)[C:13]([OH:15])=[O:14], predict the reactants needed to synthesize it. The reactants are: Cl.[S:2]1[C:10]2[CH2:9][CH2:8][NH:7][CH2:6][C:5]=2[CH:4]=[CH:3]1.Br[CH:12]([C:16]1[CH:21]=[CH:20][CH:19]=[CH:18][C:17]=1[Cl:22])[C:13]([OH:15])=[O:14].[OH-].[K+].Cl. (5) The reactants are: Cl[C:2]1[N:7]=[C:6]([N:8]2[CH2:13][CH2:12][O:11][CH2:10][CH2:9]2)[N:5]=[C:4]([N:14]2[C:18]3[CH:19]=[CH:20][CH:21]=[C:22]([O:23][CH3:24])[C:17]=3[N:16]=[C:15]2[CH:25]([F:27])[F:26])[N:3]=1.[NH2:28][C@H:29]1[CH2:34][CH2:33][C@H:32]([NH:35][C:36](=[O:42])[O:37][C:38]([CH3:41])([CH3:40])[CH3:39])[CH2:31][CH2:30]1. Given the product [F:26][CH:25]([F:27])[C:15]1[N:14]([C:4]2[N:5]=[C:6]([N:8]3[CH2:13][CH2:12][O:11][CH2:10][CH2:9]3)[N:7]=[C:2]([NH:28][C@H:29]3[CH2:34][CH2:33][C@H:32]([NH:35][C:36](=[O:42])[O:37][C:38]([CH3:40])([CH3:39])[CH3:41])[CH2:31][CH2:30]3)[N:3]=2)[C:18]2[CH:19]=[CH:20][CH:21]=[C:22]([O:23][CH3:24])[C:17]=2[N:16]=1, predict the reactants needed to synthesize it. (6) Given the product [CH3:28][S:29]([O-:32])(=[O:31])=[O:30].[C:23]([C:21]1[O:20][N:19]=[C:18]([NH:17][C:15](=[O:16])[CH2:14][C:11]2[CH:10]=[CH:9][C:8]([C:5]3[CH:4]=[C:3]([CH3:27])[C:2]([NH3+:1])=[N:7][CH:6]=3)=[CH:13][CH:12]=2)[CH:22]=1)([CH3:26])([CH3:25])[CH3:24], predict the reactants needed to synthesize it. The reactants are: [NH2:1][C:2]1[N:7]=[CH:6][C:5]([C:8]2[CH:13]=[CH:12][C:11]([CH2:14][C:15]([NH:17][C:18]3[CH:22]=[C:21]([C:23]([CH3:26])([CH3:25])[CH3:24])[O:20][N:19]=3)=[O:16])=[CH:10][CH:9]=2)=[CH:4][C:3]=1[CH3:27].[CH3:28][S:29]([OH:32])(=[O:31])=[O:30]. (7) Given the product [CH3:6][NH:7][C:8]1[C:9]([C:14]2[CH:19]=[CH:18][CH:17]=[CH:16][C:15]=2[CH3:20])=[N:10][CH:11]=[N:12][CH:13]=1, predict the reactants needed to synthesize it. The reactants are: C(O[C:6](=O)[N:7](C)[C:8]1[C:9]([C:14]2[CH:19]=[CH:18][CH:17]=[CH:16][C:15]=2[CH3:20])=[N:10][CH:11]=[N:12][CH:13]=1)(C)(C)C.Cl.